Dataset: Forward reaction prediction with 1.9M reactions from USPTO patents (1976-2016). Task: Predict the product of the given reaction. (1) Given the reactants [OH:1][C:2]1[CH:16]=[C:15]2[C:5]([C:6](=[O:17])[CH2:7][C:8]3([O:14]2)[CH2:13][CH2:12][CH2:11][CH2:10][CH2:9]3)=[CH:4][CH:3]=1.B.C1COCC1.[NH4+].[Cl-], predict the reaction product. The product is: [C:8]12([CH2:7][CH:6]([OH:17])[C:5]3[C:15](=[CH:16][C:2]([OH:1])=[CH:3][CH:4]=3)[O:14]1)[CH2:9][CH2:10][CH2:11][CH2:12][CH2:13]2. (2) Given the reactants [N:1]1([C:11]([C:13]2[CH:17]=[C:16]([CH:18]3[CH2:23][CH2:22][NH:21][CH2:20][CH2:19]3)[S:15][CH:14]=2)=[O:12])[C@@H:10]2[C@@H:5]([CH2:6][CH2:7][CH2:8][CH2:9]2)[CH2:4][CH2:3][CH2:2]1.[CH2:24]([N:26]([CH2:29][CH3:30])[CH2:27][CH3:28])[CH3:25].CN([C:34]([O:38]N1N=NC2C=CC=NC1=2)=[N+](C)C)C.F[P-](F)(F)(F)(F)F.O.[C:56](#N)C, predict the reaction product. The product is: [N:1]1([C:11]([C:13]2[CH:17]=[C:16]([CH:18]3[CH2:19][CH2:20][N:21]([C:34](=[O:38])[CH2:25][CH2:24][N:26]4[CH2:29][CH2:30][CH2:56][CH2:28][CH2:27]4)[CH2:22][CH2:23]3)[S:15][CH:14]=2)=[O:12])[C@@H:10]2[C@@H:5]([CH2:6][CH2:7][CH2:8][CH2:9]2)[CH2:4][CH2:3][CH2:2]1. (3) Given the reactants [Si]([O:8][CH2:9][C@@H:10]1[CH2:15][C:14]([C:16]2[N:17]=[C:18]([SH:21])[S:19][CH:20]=2)=[CH:13][CH2:12][N:11]1[C:22]([O:24][CH2:25][CH:26]=[CH2:27])=[O:23])(C(C)(C)C)(C)C.C1COCC1.O.C1(C)C=CC(S(O)(=O)=O)=CC=1, predict the reaction product. The product is: [OH:8][CH2:9][C@@H:10]1[CH2:15][C:14]([C:16]2[N:17]=[C:18]([SH:21])[S:19][CH:20]=2)=[CH:13][CH2:12][N:11]1[C:22]([O:24][CH2:25][CH:26]=[CH2:27])=[O:23]. (4) Given the reactants Cl[C:2]1[N:10]=[C:9]([CH3:11])[CH:8]=[CH:7][C:3]=1[C:4]([OH:6])=[O:5].[CH2:12]([NH2:18])[C:13]1[O:17][CH:16]=[CH:15][CH:14]=1, predict the reaction product. The product is: [O:17]1[CH:16]=[CH:15][CH:14]=[C:13]1[CH2:12][NH:18][C:2]1[N:10]=[C:9]([CH3:11])[CH:8]=[CH:7][C:3]=1[C:4]([OH:6])=[O:5]. (5) Given the reactants Cl.BrC1SC2=NC(N)=CN2C=1.C(OC(N[C@H](C1C=CC=CC=1)C(N1CCC[C@H]1C(O)=O)=O)=O)(C)(C)C.[C:37]([O:41][C:42](=[O:70])[NH:43][C@@H:44]([C:64]1[CH:69]=[CH:68][CH:67]=[CH:66][CH:65]=1)[C:45]([N:47]1[CH2:51][CH2:50][CH2:49][C@H:48]1[C:52](=[O:63])[NH:53][C:54]1[N:55]=[C:56]2[N:60]([CH:61]=1)[CH:59]=[C:58]([Br:62])[S:57]2)=[O:46])(C)(C)C, predict the reaction product. The product is: [CH3:37][O:41][C:42](=[O:70])[NH:43][C@@H:44]([C:64]1[CH:69]=[CH:68][CH:67]=[CH:66][CH:65]=1)[C:45]([N:47]1[CH2:51][CH2:50][CH2:49][C@@H:48]1[C:52](=[O:63])[NH:53][C:54]1[N:55]=[C:56]2[N:60]([CH:61]=1)[CH:59]=[C:58]([Br:62])[S:57]2)=[O:46]. (6) Given the reactants [CH3:1][C:2]1[CH:3]=[C:4]2[C:9](=[CH:10][C:11]=1[N+:12]([O-])=O)[N:8]=[CH:7][CH:6]=[N:5]2.O.O.[Sn](Cl)Cl, predict the reaction product. The product is: [CH3:1][C:2]1[CH:3]=[C:4]2[C:9]([N:8]=[CH:7][CH:6]=[N:5]2)=[CH:10][C:11]=1[NH2:12].